Dataset: Forward reaction prediction with 1.9M reactions from USPTO patents (1976-2016). Task: Predict the product of the given reaction. (1) Given the reactants [Cl:1][C:2]1[CH:7]=[C:6]([Cl:8])[CH:5]=[CH:4][C:3]=1[CH:9]1[CH:18]([C:19]([NH:21][CH2:22][CH2:23][C:24]2[CH:29]=[CH:28][CH:27]=[C:26]([OH:30])[CH:25]=2)=[O:20])[C:17]2[C:12](=[CH:13][CH:14]=[CH:15][CH:16]=2)[C:11](=[O:31])[N:10]1[CH:32]1[CH2:37][CH2:36][CH2:35][CH2:34][CH:33]1[OH:38].C1(P(C2C=CC=CC=2)C2C=CC=CC=2)C=CC=CC=1.O[C@H:59]([CH3:67])[C:60]([O:62][C:63]([CH3:66])([CH3:65])[CH3:64])=[O:61].N(C(OCC)=O)=NC(OCC)=O, predict the reaction product. The product is: [Cl:1][C:2]1[CH:7]=[C:6]([Cl:8])[CH:5]=[CH:4][C:3]=1[CH:9]1[CH:18]([C:19]([NH:21][CH2:22][CH2:23][C:24]2[CH:25]=[C:26]([CH:27]=[CH:28][CH:29]=2)[O:30][C@@H:59]([CH3:67])[C:60]([O:62][C:63]([CH3:66])([CH3:65])[CH3:64])=[O:61])=[O:20])[C:17]2[C:12](=[CH:13][CH:14]=[CH:15][CH:16]=2)[C:11](=[O:31])[N:10]1[CH:32]1[CH2:37][CH2:36][CH2:35][CH2:34][CH:33]1[OH:38]. (2) The product is: [N:1]1([S:11]([C:14]2[CH:22]=[CH:21][C:17]([C:18]([NH:29][C:27]3[S:28][C:24]([CH3:23])=[C:25]([C:30]4[CH:35]=[CH:34][CH:33]=[CH:32][CH:31]=4)[N:26]=3)=[O:20])=[CH:16][CH:15]=2)(=[O:13])=[O:12])[C:10]2[C:5](=[CH:6][CH:7]=[CH:8][CH:9]=2)[CH2:4][CH2:3][CH2:2]1. Given the reactants [N:1]1([S:11]([C:14]2[CH:22]=[CH:21][C:17]([C:18]([OH:20])=O)=[CH:16][CH:15]=2)(=[O:13])=[O:12])[C:10]2[C:5](=[CH:6][CH:7]=[CH:8][CH:9]=2)[CH2:4][CH2:3][CH2:2]1.[CH3:23][C:24]1[S:28][C:27]([NH2:29])=[N:26][C:25]=1[C:30]1[CH:35]=[CH:34][CH:33]=[CH:32][CH:31]=1, predict the reaction product.